Task: Predict which catalyst facilitates the given reaction.. Dataset: Catalyst prediction with 721,799 reactions and 888 catalyst types from USPTO (1) Reactant: C(OC(=O)[NH:7][C:8]1[C:12]([CH3:13])=[C:11]([C:14]([CH3:17])([CH3:16])[CH3:15])[O:10][N:9]=1)(C)(C)C.[C:19]([C:23]1[O:27][N:26]=[C:25]([N:28](C)[C:29](=O)OC(C)(C)C)[CH:24]=1)([CH3:22])([CH3:21])[CH3:20].Cl.C(=O)(O)[O-].[Na+]. Product: [C:14]([C:11]1[O:10][N:9]=[C:8]([NH2:7])[C:12]=1[CH3:13])([CH3:17])([CH3:16])[CH3:15].[C:19]([C:23]1[O:27][N:26]=[C:25]([NH:28][CH3:29])[CH:24]=1)([CH3:22])([CH3:20])[CH3:21]. The catalyst class is: 12. (2) Reactant: CC(N(C1C(I)=C(C(NCC(O)CO)=O)C(I)=C(C(NCC(O)CO)=O)C=1I)CC(O)CN(C(C)=O)C1C(I)=C(C(NCC(O)CO)=O)C(I)=C(C(NCC(O)CO)=O)C=1I)=O.[CH3:63][C:64]([N:66]([C:72]1[C:73]([I:96])=[C:74]([C:88]([NH:90][CH2:91][CH:92]([OH:95])[CH2:93][OH:94])=[O:89])[C:75]([I:87])=[C:76]([C:79]([NH:81][CH2:82][CH:83]([OH:86])[CH2:84][OH:85])=[O:80])[C:77]=1[I:78])[CH2:67][CH:68]([OH:71])[CH2:69][OH:70])=[O:65].[Cl-].[Cl-].[Ca+2]. Product: [CH3:63][C:64]([N:66]([C:72]1[C:77]([I:78])=[C:76]([C:79]([NH:81][CH2:82][CH:83]([OH:86])[CH2:84][OH:85])=[O:80])[C:75]([I:87])=[C:74]([C:88]([NH:90][CH2:91][CH:92]([OH:95])[CH2:93][OH:94])=[O:89])[C:73]=1[I:96])[CH2:67][CH:68]([OH:71])[CH2:69][OH:70])=[O:65].[C:64]([N:66]([CH2:67][CH:68]([OH:71])[CH2:69][OH:70])[C:72]1[C:73]([I:96])=[C:74]([C:88]([NH:90][CH2:91][CH:92]([OH:95])[CH2:93][OH:94])=[O:89])[C:75]([I:87])=[C:76]([C:79]([NH:81][CH2:82][CH:83]([OH:86])[CH2:84][OH:85])=[O:80])[C:77]=1[I:78])(=[O:65])[CH3:63]. The catalyst class is: 6.